Dataset: Forward reaction prediction with 1.9M reactions from USPTO patents (1976-2016). Task: Predict the product of the given reaction. (1) Given the reactants [F:1][C:2]1([F:33])[CH2:7][CH2:6][CH:5]([NH:8][C:9]2[N:14]=[C:13]([NH:15][CH:16]3[CH2:21][CH2:20][C:19]([F:23])([F:22])[CH2:18][CH2:17]3)[N:12]=[C:11]([C:24]3[C:29]([F:30])=[CH:28][CH:27]=[C:26]([NH:31]N)[N:25]=3)[N:10]=2)[CH2:4][CH2:3]1, predict the reaction product. The product is: [NH2:31][C:26]1[N:25]=[C:24]([C:11]2[N:10]=[C:9]([NH:8][CH:5]3[CH2:6][CH2:7][C:2]([F:33])([F:1])[CH2:3][CH2:4]3)[N:14]=[C:13]([NH:15][CH:16]3[CH2:17][CH2:18][C:19]([F:22])([F:23])[CH2:20][CH2:21]3)[N:12]=2)[C:29]([F:30])=[CH:28][CH:27]=1. (2) Given the reactants [Cl-].O[NH3+:3].[C:4](=[O:7])([O-])[OH:5].[Na+].CS(C)=O.[CH2:13]([O:15][C:16]1[N:21]=[CH:20][C:19]([C:22]2[C:27](=[O:28])[N:26]([CH2:29][C:30]3[CH:35]=[CH:34][C:33]([C:36]4[C:37]([C:42]#[N:43])=[CH:38][CH:39]=[CH:40][CH:41]=4)=[CH:32][CH:31]=3)[C:25]([CH2:44][CH2:45][CH3:46])=[N:24][C:23]=2[CH2:47][CH3:48])=[CH:18][CH:17]=1)[CH3:14], predict the reaction product. The product is: [CH2:13]([O:15][C:16]1[N:21]=[CH:20][C:19]([C:22]2[C:27](=[O:28])[N:26]([CH2:29][C:30]3[CH:35]=[CH:34][C:33]([C:36]4[CH:41]=[CH:40][CH:39]=[CH:38][C:37]=4[C:42]4[NH:3][C:4](=[O:7])[O:5][N:43]=4)=[CH:32][CH:31]=3)[C:25]([CH2:44][CH2:45][CH3:46])=[N:24][C:23]=2[CH2:47][CH3:48])=[CH:18][CH:17]=1)[CH3:14]. (3) Given the reactants Cl[C:2]1[CH:7]=[CH:6][N:5]2[C:8]([C:11]3[CH:31]=[CH:30][C:14]([CH2:15][NH:16][C:17]([NH:19][C:20]4[CH:25]=[CH:24][CH:23]=[C:22]([C:26]([F:29])([F:28])[F:27])[CH:21]=4)=[O:18])=[CH:13][CH:12]=3)=[CH:9][N:10]=[C:4]2[CH:3]=1.[CH3:32][O:33][C:34]1[N:39]=[CH:38][C:37](B(O)O)=[CH:36][CH:35]=1.C1(P(C2CCCCC2)C2C=CC=CC=2C2C(OC)=CC=CC=2OC)CCCCC1.[O-]P([O-])([O-])=O.[K+].[K+].[K+], predict the reaction product. The product is: [CH3:32][O:33][C:34]1[N:39]=[CH:38][C:37]([C:2]2[CH:7]=[CH:6][N:5]3[C:8]([C:11]4[CH:31]=[CH:30][C:14]([CH2:15][NH:16][C:17]([NH:19][C:20]5[CH:25]=[CH:24][CH:23]=[C:22]([C:26]([F:29])([F:28])[F:27])[CH:21]=5)=[O:18])=[CH:13][CH:12]=4)=[CH:9][N:10]=[C:4]3[CH:3]=2)=[CH:36][CH:35]=1. (4) Given the reactants [Br:1][C:2]1[S:3][C:4]2[CH:10]=[C:9]([C:11]([OH:13])=O)[CH:8]=[CH:7][C:5]=2[N:6]=1.[CH3:14][N:15]([CH2:23][CH2:24][CH2:25][NH:26][CH3:27])[C:16](=[O:22])[O:17][C:18]([CH3:21])([CH3:20])[CH3:19].Cl.C(N=C=NCCCN(C)C)C, predict the reaction product. The product is: [Br:1][C:2]1[S:3][C:4]2[CH:10]=[C:9]([C:11]([N:26]([CH3:27])[CH2:25][CH2:24][CH2:23][N:15]([CH3:14])[C:16](=[O:22])[O:17][C:18]([CH3:21])([CH3:19])[CH3:20])=[O:13])[CH:8]=[CH:7][C:5]=2[N:6]=1.